This data is from Reaction yield outcomes from USPTO patents with 853,638 reactions. The task is: Predict the reaction yield, written as a fraction of the theoretical maximum amount of product (1.0 means a 100% yield; for example, 0.34 means a 34% yield). (1) The reactants are [C:1]([C:5]1[CH:6]=[C:7]([CH:9]=[CH:10][CH:11]=1)[NH2:8])([CH3:4])([CH3:3])[CH3:2].[C:12]([O:16][C:17]([N:19]1[CH2:24][CH2:23][N:22]([C:25]2[CH:30]=[CH:29][C:28]([C:31](O)=[O:32])=[CH:27][CH:26]=2)[CH2:21][CH2:20]1)=[O:18])([CH3:15])([CH3:14])[CH3:13].CCN=C=NCCCN(C)C.Cl. The catalyst is CN(C1C=CN=CC=1)C.C(Cl)Cl. The product is [C:12]([O:16][C:17]([N:19]1[CH2:20][CH2:21][N:22]([C:25]2[CH:26]=[CH:27][C:28]([C:31](=[O:32])[NH:8][C:7]3[CH:9]=[CH:10][CH:11]=[C:5]([C:1]([CH3:4])([CH3:2])[CH3:3])[CH:6]=3)=[CH:29][CH:30]=2)[CH2:23][CH2:24]1)=[O:18])([CH3:15])([CH3:13])[CH3:14]. The yield is 0.350. (2) The reactants are [F:1][C:2]1[CH:3]=[C:4]([CH:7]=[CH:8][CH:9]=1)[CH:5]=O.[CH3:10][C:11]([CH3:13])=[O:12].[OH-].[Na+].O. The catalyst is C(O)C. The product is [F:1][C:2]1[CH:3]=[C:4]([CH:5]=[CH:10][C:11](=[O:12])[CH:13]=[CH:5][C:4]2[CH:7]=[CH:8][CH:9]=[C:2]([F:1])[CH:3]=2)[CH:7]=[CH:8][CH:9]=1. The yield is 0.420. (3) The reactants are C(=O)([O-])[O-].[K+].[K+].[CH2:7](Cl)[C:8]1[CH:13]=[CH:12][CH:11]=[CH:10][CH:9]=1.[OH:15][C:16]1[CH:17]=[C:18]([CH:21]=[CH:22][C:23]=1[O:24][CH2:25][CH2:26][CH2:27][O:28][CH3:29])[CH:19]=[O:20]. The catalyst is C(O)C.Cl.C(OCC)(=O)C.O. The product is [CH2:7]([O:15][C:16]1[CH:17]=[C:18]([CH:21]=[CH:22][C:23]=1[O:24][CH2:25][CH2:26][CH2:27][O:28][CH3:29])[CH:19]=[O:20])[C:8]1[CH:13]=[CH:12][CH:11]=[CH:10][CH:9]=1. The yield is 0.810. (4) The reactants are [CH3:1][O:2][C:3]1[CH:10]=[CH:9][C:6]([CH:7]=O)=[CH:5][CH:4]=1.[CH:11]1([NH2:15])[CH2:14][CH2:13][CH2:12]1.[O-]S([O-])(=O)=O.[Na+].[Na+].[BH4-].[Na+]. The catalyst is ClCCl.[OH-].[Na+].Cl([O-])(=O)(=O)=O.[Mg+2].Cl([O-])(=O)(=O)=O. The product is [CH3:1][O:2][C:3]1[CH:10]=[CH:9][C:6]([CH2:7][NH:15][CH:11]2[CH2:14][CH2:13][CH2:12]2)=[CH:5][CH:4]=1. The yield is 0.820. (5) The reactants are [CH2:1]([C:3]1[CH:8]=[C:7]([N+:9]([O-])=O)[C:6]([O:12][CH2:13][CH3:14])=[CH:5][C:4]=1[N:15]1[CH2:20][CH2:19][CH:18]([CH2:21][CH2:22][S:23]([CH3:26])(=[O:25])=[O:24])[CH2:17][CH2:16]1)[CH3:2]. The catalyst is [Pt]. The product is [CH2:1]([C:3]1[C:4]([N:15]2[CH2:20][CH2:19][CH:18]([CH2:21][CH2:22][S:23]([CH3:26])(=[O:25])=[O:24])[CH2:17][CH2:16]2)=[CH:5][C:6]([O:12][CH2:13][CH3:14])=[C:7]([CH:8]=1)[NH2:9])[CH3:2]. The yield is 0.980. (6) The reactants are [Br:1][C:2]1[CH:3]=[C:4]([CH:26]=[C:27]([Br:31])[C:28]=1[O:29]C)[C:5]([N:7]1[CH2:12][CH2:11][O:10][C:9]2[N:13]=[CH:14][C:15]([C:17]3[CH:22]=[CH:21][C:20]([C:23](=[O:25])[CH3:24])=[CH:19][CH:18]=3)=[CH:16][C:8]1=2)=[O:6].[Br-].[Li+].N1CCNCC1.Cl. The catalyst is CN(C)C=O.O. The product is [Br:1][C:2]1[CH:3]=[C:4]([CH:26]=[C:27]([Br:31])[C:28]=1[OH:29])[C:5]([N:7]1[CH2:12][CH2:11][O:10][C:9]2[N:13]=[CH:14][C:15]([C:17]3[CH:22]=[CH:21][C:20]([C:23](=[O:25])[CH3:24])=[CH:19][CH:18]=3)=[CH:16][C:8]1=2)=[O:6]. The yield is 0.560. (7) The reactants are [Cl:1][C:2]1[CH:3]=[C:4]([C:9]2[C:21]([O:22][CH3:23])=[CH:20][C:12]([C:13]([NH:15][S:16]([CH3:19])(=[O:18])=[O:17])=[O:14])=[C:11]([F:24])[CH:10]=2)[CH:5]=[N:6][C:7]=1F.C([O-])([O-])=O.[Cs+].[Cs+].[Cl:31][C:32]1[C:33]([CH3:39])=[C:34]([OH:38])[CH:35]=[CH:36][CH:37]=1. The catalyst is CS(C)=O. The product is [Cl:1][C:2]1[CH:3]=[C:4]([C:9]2[C:21]([O:22][CH3:23])=[CH:20][C:12]([C:13]([NH:15][S:16]([CH3:19])(=[O:18])=[O:17])=[O:14])=[C:11]([F:24])[CH:10]=2)[CH:5]=[N:6][C:7]=1[O:38][C:34]1[CH:35]=[CH:36][CH:37]=[C:32]([Cl:31])[C:33]=1[CH3:39]. The yield is 0.400.